From a dataset of NCI-60 drug combinations with 297,098 pairs across 59 cell lines. Regression. Given two drug SMILES strings and cell line genomic features, predict the synergy score measuring deviation from expected non-interaction effect. (1) Synergy scores: CSS=55.8, Synergy_ZIP=6.16, Synergy_Bliss=6.92, Synergy_Loewe=11.1, Synergy_HSA=13.3. Cell line: SK-OV-3. Drug 2: CC1CCC2CC(C(=CC=CC=CC(CC(C(=O)C(C(C(=CC(C(=O)CC(OC(=O)C3CCCCN3C(=O)C(=O)C1(O2)O)C(C)CC4CCC(C(C4)OC)OP(=O)(C)C)C)C)O)OC)C)C)C)OC. Drug 1: CC1=C2C(C(=O)C3(C(CC4C(C3C(C(C2(C)C)(CC1OC(=O)C(C(C5=CC=CC=C5)NC(=O)C6=CC=CC=C6)O)O)OC(=O)C7=CC=CC=C7)(CO4)OC(=O)C)O)C)OC(=O)C. (2) Drug 1: CN(C)C1=NC(=NC(=N1)N(C)C)N(C)C. Drug 2: CC1C(C(=O)NC(C(=O)N2CCCC2C(=O)N(CC(=O)N(C(C(=O)O1)C(C)C)C)C)C(C)C)NC(=O)C3=C4C(=C(C=C3)C)OC5=C(C(=O)C(=C(C5=N4)C(=O)NC6C(OC(=O)C(N(C(=O)CN(C(=O)C7CCCN7C(=O)C(NC6=O)C(C)C)C)C)C(C)C)C)N)C. Cell line: SF-268. Synergy scores: CSS=20.8, Synergy_ZIP=10.3, Synergy_Bliss=16.2, Synergy_Loewe=10.1, Synergy_HSA=10.6. (3) Drug 1: CC(C)(C#N)C1=CC(=CC(=C1)CN2C=NC=N2)C(C)(C)C#N. Drug 2: CC(C)NC(=O)C1=CC=C(C=C1)CNNC.Cl. Cell line: UO-31. Synergy scores: CSS=-0.291, Synergy_ZIP=1.06, Synergy_Bliss=1.23, Synergy_Loewe=0.666, Synergy_HSA=-0.369. (4) Drug 1: C1=NNC2=C1C(=O)NC=N2. Drug 2: C(CN)CNCCSP(=O)(O)O. Cell line: OVCAR-8. Synergy scores: CSS=-0.638, Synergy_ZIP=-0.900, Synergy_Bliss=-2.87, Synergy_Loewe=-6.84, Synergy_HSA=-5.56. (5) Drug 1: C1=CN(C=N1)CC(O)(P(=O)(O)O)P(=O)(O)O. Drug 2: CCN(CC)CCCC(C)NC1=C2C=C(C=CC2=NC3=C1C=CC(=C3)Cl)OC. Cell line: HOP-92. Synergy scores: CSS=27.9, Synergy_ZIP=-9.05, Synergy_Bliss=-3.06, Synergy_Loewe=-7.86, Synergy_HSA=-2.59. (6) Drug 1: CCC1=C2CN3C(=CC4=C(C3=O)COC(=O)C4(CC)O)C2=NC5=C1C=C(C=C5)O. Drug 2: COC1=C2C(=CC3=C1OC=C3)C=CC(=O)O2. Cell line: OVCAR-4. Synergy scores: CSS=4.44, Synergy_ZIP=-1.02, Synergy_Bliss=1.35, Synergy_Loewe=-2.67, Synergy_HSA=1.10. (7) Drug 1: C1CN1P(=S)(N2CC2)N3CC3. Drug 2: CN(C(=O)NC(C=O)C(C(C(CO)O)O)O)N=O. Cell line: NCI-H226. Synergy scores: CSS=4.69, Synergy_ZIP=-2.49, Synergy_Bliss=-2.42, Synergy_Loewe=1.25, Synergy_HSA=-0.121.